This data is from Reaction yield outcomes from USPTO patents with 853,638 reactions. The task is: Predict the reaction yield, written as a fraction of the theoretical maximum amount of product (1.0 means a 100% yield; for example, 0.34 means a 34% yield). (1) The reactants are [Cl-].[Cl-].[Cl-].[Al+3].Cl[C:6](=[O:11])[C:7]([O:9][CH3:10])=[O:8].[Cl:12][C:13]1[CH:18]=[CH:17][CH:16]=[CH:15][C:14]=1[S:19][CH3:20]. The catalyst is C(Cl)(Cl)Cl. The product is [CH3:10][O:9][C:7](=[O:8])[C:6]([C:17]1[CH:16]=[CH:15][C:14]([S:19][CH3:20])=[C:13]([Cl:12])[CH:18]=1)=[O:11]. The yield is 0.600. (2) The product is [Cl:30][C:23]1[C:22]([C:14]2[C:15](=[O:21])[N:16]([CH2:19][CH3:20])[C:17]3[C:12]([CH:13]=2)=[CH:11][N:10]=[C:9]([N:8]([CH2:7][C:6]2[CH:5]=[CH:4][C:3]([O:2][CH3:1])=[CH:33][CH:32]=2)[CH3:31])[CH:18]=3)=[CH:27][C:26]([NH:28][C:43]([NH:42][C:36]2[CH:37]=[C:38]([F:41])[CH:39]=[CH:40][C:35]=2[F:34])=[O:44])=[C:25]([F:29])[CH:24]=1. The yield is 0.940. The catalyst is N1C=CC=CC=1. The reactants are [CH3:1][O:2][C:3]1[CH:33]=[CH:32][C:6]([CH2:7][N:8]([CH3:31])[C:9]2[CH:18]=[C:17]3[C:12]([CH:13]=[C:14]([C:22]4[CH:27]=[C:26]([NH2:28])[C:25]([F:29])=[CH:24][C:23]=4[Cl:30])[C:15](=[O:21])[N:16]3[CH2:19][CH3:20])=[CH:11][N:10]=2)=[CH:5][CH:4]=1.[F:34][C:35]1[CH:40]=[CH:39][C:38]([F:41])=[CH:37][C:36]=1[N:42]=[C:43]=[O:44]. (3) The reactants are [C:1]([C:4]1[CH:13]=[C:12]2[C:7]([CH:8]=[CH:9][C:10](C(O)=O)=[CH:11]2)=[CH:6][CH:5]=1)(=[O:3])[CH3:2].C1C=CC(P(N=[N+]=[N-])(C2C=CC=CC=2)=O)=CC=1.CC[N:36]([CH2:39]C)CC.CC[O:43]C(C)=O.[CH3:47][C:48]([OH:51])([CH3:50])[CH3:49]. No catalyst specified. The product is [C:1]([C:4]1[CH:13]=[C:12]2[C:7]([CH:8]=[CH:9][C:10]([NH:36][C:39](=[O:43])[O:51][C:48]([CH3:50])([CH3:49])[CH3:47])=[CH:11]2)=[CH:6][CH:5]=1)(=[O:3])[CH3:2]. The yield is 0.620. (4) The reactants are [F:1][C:2]1[CH:3]=[C:4]([S:8](Cl)(=[O:10])=[O:9])[CH:5]=[CH:6][CH:7]=1.[CH:12]1[C:20]2[C:19]3[CH:21]=[CH:22][CH:23]=[CH:24][C:18]=3[O:17][C:16]=2[CH:15]=[CH:14][C:13]=1[C:25]([NH:27][NH2:28])=[O:26]. The product is [F:1][C:2]1[CH:3]=[C:4]([S:8]([NH:28][NH:27][C:25]([C:13]2[CH:14]=[CH:15][C:16]3[O:17][C:18]4[CH:24]=[CH:23][CH:22]=[CH:21][C:19]=4[C:20]=3[CH:12]=2)=[O:26])(=[O:10])=[O:9])[CH:5]=[CH:6][CH:7]=1. The yield is 0.650. The catalyst is N1C=CC=CC=1. (5) The reactants are C([O:8][C:9]1[CH:10]=[CH:11][C:12]([C@@H:20]([O:44][Si:45]([C:48]([CH3:51])([CH3:50])[CH3:49])([CH3:47])[CH3:46])[CH2:21][N:22]([CH2:30][CH:31]2[CH2:36][CH2:35][N:34](CC3C=CC=CC=3)[CH2:33][CH2:32]2)[C:23](=[O:29])[O:24][C:25]([CH3:28])([CH3:27])[CH3:26])=[C:13]2[C:18]=1[NH:17][C:16](=[O:19])[CH:15]=[CH:14]2)C1C=CC=CC=1.CC1CC=CCC=1. The catalyst is C(O)C.[Pd]. The product is [Si:45]([O:44][C@H:20]([C:12]1[CH:11]=[CH:10][C:9]([OH:8])=[C:18]2[C:13]=1[CH:14]=[CH:15][C:16](=[O:19])[NH:17]2)[CH2:21][N:22]([CH2:30][CH:31]1[CH2:32][CH2:33][NH:34][CH2:35][CH2:36]1)[C:23](=[O:29])[O:24][C:25]([CH3:28])([CH3:26])[CH3:27])([C:48]([CH3:49])([CH3:50])[CH3:51])([CH3:47])[CH3:46]. The yield is 0.980. (6) The reactants are C(OC(=O)[NH:7][CH:8]1[CH2:13][CH2:12][CH:11]([CH2:14][NH:15][C:16]2[C:21]([N+:22]([O-:24])=[O:23])=[CH:20][N:19]=[C:18]([NH:25][CH2:26][C:27](=[O:33])[N:28]3[CH2:32][CH2:31][CH2:30][CH2:29]3)[N:17]=2)[CH2:10][CH2:9]1)(C)(C)C.C(O)(C(F)(F)F)=O.C([O-])(O)=O.[Na+]. The catalyst is C(Cl)Cl. The product is [NH2:7][C@H:8]1[CH2:9][CH2:10][C@H:11]([CH2:14][NH:15][C:16]2[C:21]([N+:22]([O-:24])=[O:23])=[CH:20][N:19]=[C:18]([NH:25][CH2:26][C:27](=[O:33])[N:28]3[CH2:32][CH2:31][CH2:30][CH2:29]3)[N:17]=2)[CH2:12][CH2:13]1. The yield is 0.830. (7) The reactants are [O:1]1[C:5]2[CH:6]=[CH:7][C:8]([C:10]3[S:11][CH:12]=[C:13]([C:15]([OH:17])=O)[N:14]=3)=[CH:9][C:4]=2[CH2:3][CH2:2]1.[Br:18][C:19]1[S:23][C:22]([NH2:24])=[N:21][N:20]=1.CN(C(ON1N=NC2C=CC=CC1=2)=[N+](C)C)C.F[P-](F)(F)(F)(F)F.CCN(C(C)C)C(C)C. The catalyst is O1CCOCC1. The product is [Br:18][C:19]1[S:23][C:22]([NH:24][C:15]([C:13]2[N:14]=[C:10]([C:8]3[CH:7]=[CH:6][C:5]4[O:1][CH2:2][CH2:3][C:4]=4[CH:9]=3)[S:11][CH:12]=2)=[O:17])=[N:21][N:20]=1. The yield is 0.360.